From a dataset of NCI-60 drug combinations with 297,098 pairs across 59 cell lines. Regression. Given two drug SMILES strings and cell line genomic features, predict the synergy score measuring deviation from expected non-interaction effect. (1) Drug 1: CS(=O)(=O)CCNCC1=CC=C(O1)C2=CC3=C(C=C2)N=CN=C3NC4=CC(=C(C=C4)OCC5=CC(=CC=C5)F)Cl. Drug 2: C1=NC2=C(N1)C(=S)N=CN2. Cell line: NCI-H226. Synergy scores: CSS=15.0, Synergy_ZIP=-7.79, Synergy_Bliss=-0.848, Synergy_Loewe=-12.9, Synergy_HSA=-0.763. (2) Drug 1: CN(CC1=CN=C2C(=N1)C(=NC(=N2)N)N)C3=CC=C(C=C3)C(=O)NC(CCC(=O)O)C(=O)O. Drug 2: C1C(C(OC1N2C=NC3=C2NC=NCC3O)CO)O. Cell line: IGROV1. Synergy scores: CSS=0.551, Synergy_ZIP=2.50, Synergy_Bliss=-0.964, Synergy_Loewe=-41.1, Synergy_HSA=-5.72. (3) Drug 1: COC1=C(C=C2C(=C1)N=CN=C2NC3=CC(=C(C=C3)F)Cl)OCCCN4CCOCC4. Drug 2: CC1=CC2C(CCC3(C2CCC3(C(=O)C)OC(=O)C)C)C4(C1=CC(=O)CC4)C. Cell line: HT29. Synergy scores: CSS=37.4, Synergy_ZIP=5.72, Synergy_Bliss=-0.327, Synergy_Loewe=-12.7, Synergy_HSA=-0.835. (4) Drug 1: C1=CC(=CC=C1CC(C(=O)O)N)N(CCCl)CCCl.Cl. Drug 2: CCCS(=O)(=O)NC1=C(C(=C(C=C1)F)C(=O)C2=CNC3=C2C=C(C=N3)C4=CC=C(C=C4)Cl)F. Cell line: A549. Synergy scores: CSS=22.7, Synergy_ZIP=-5.65, Synergy_Bliss=4.80, Synergy_Loewe=0.744, Synergy_HSA=1.96. (5) Cell line: SK-MEL-5. Synergy scores: CSS=12.1, Synergy_ZIP=-7.82, Synergy_Bliss=1.69, Synergy_Loewe=-9.77, Synergy_HSA=-1.44. Drug 1: CC1OCC2C(O1)C(C(C(O2)OC3C4COC(=O)C4C(C5=CC6=C(C=C35)OCO6)C7=CC(=C(C(=C7)OC)O)OC)O)O. Drug 2: N.N.Cl[Pt+2]Cl. (6) Drug 1: C1=CC=C(C=C1)NC(=O)CCCCCCC(=O)NO. Drug 2: C(CCl)NC(=O)N(CCCl)N=O. Cell line: HOP-62. Synergy scores: CSS=25.7, Synergy_ZIP=1.56, Synergy_Bliss=2.71, Synergy_Loewe=-26.8, Synergy_HSA=1.95. (7) Drug 1: CCN(CC)CCCC(C)NC1=C2C=C(C=CC2=NC3=C1C=CC(=C3)Cl)OC. Drug 2: N.N.Cl[Pt+2]Cl. Cell line: IGROV1. Synergy scores: CSS=71.3, Synergy_ZIP=-3.29, Synergy_Bliss=-0.725, Synergy_Loewe=1.50, Synergy_HSA=3.28.